From a dataset of Catalyst prediction with 721,799 reactions and 888 catalyst types from USPTO. Predict which catalyst facilitates the given reaction. (1) Reactant: [O:1]1[CH2:6][CH2:5][CH:4]([NH2:7])[CH2:3][CH2:2]1.[CH:8]1[C:17]2[C:12](=[CH:13][CH:14]=[CH:15][CH:16]=2)[CH:11]=[CH:10][C:9]=1[CH:18]=O.C(O[BH-](OC(=O)C)OC(=O)C)(=O)C.[Na+].[OH-].[Na+]. Product: [CH:8]1[C:17]2[C:12](=[CH:13][CH:14]=[CH:15][CH:16]=2)[CH:11]=[CH:10][C:9]=1[CH2:18][NH:7][CH:4]1[CH2:5][CH2:6][O:1][CH2:2][CH2:3]1. The catalyst class is: 22. (2) Reactant: C([O:8][C:9]1[CH:10]=[C:11]2[C:16](=[CH:17][CH:18]=1)[N:15]=[C:14]([C:19]1[C:24]([Cl:25])=[CH:23][CH:22]=[CH:21][C:20]=1[Cl:26])[CH:13]=[CH:12]2)C1C=CC=CC=1.B(Br)(Br)Br.O.[OH-].[Na+]. Product: [Cl:26][C:20]1[CH:21]=[CH:22][CH:23]=[C:24]([Cl:25])[C:19]=1[C:14]1[CH:13]=[CH:12][C:11]2[C:16](=[CH:17][CH:18]=[C:9]([OH:8])[CH:10]=2)[N:15]=1. The catalyst class is: 2. (3) Reactant: [NH2:1][C:2]1[CH:3]=[C:4]([CH:16]=[CH:17][CH:18]=1)[O:5][C:6]1[CH:7]=[CH:8][C:9]2[N:10]([CH:12]=[C:13]([NH2:15])[N:14]=2)[N:11]=1.[CH3:19][N:20]1[C:24]([C:25](Cl)=[O:26])=[CH:23][C:22]([CH3:28])=[N:21]1.C([O:32][CH2:33][CH3:34])(=O)C. Product: [CH3:19][N:20]1[C:24]([C:25]([NH:15][C:13]2[N:14]=[C:9]3[CH:8]=[CH:7][C:6]([O:5][C:4]4[CH:3]=[C:2]([NH:1][C:33]([C:34]5[N:21]([CH3:22])[N:20]=[C:24]([CH3:25])[CH:23]=5)=[O:32])[CH:18]=[CH:17][CH:16]=4)=[N:11][N:10]3[CH:12]=2)=[O:26])=[CH:23][C:22]([CH3:28])=[N:21]1. The catalyst class is: 60. (4) Reactant: O.[F:2][C:3]1[CH:29]=[CH:28][C:6]([O:7][C:8]2[CH:23]=[C:22]([C:24]([F:27])([F:26])[F:25])[CH:21]=[CH:20][C:9]=2[C:10]([NH:12][C:13]2[CH:18]=[CH:17][NH:16][C:15](=[O:19])[CH:14]=2)=[O:11])=[C:5]([CH3:30])[CH:4]=1.CN(C)C=O.[Cl:36][C:37](OCCl)=O. Product: [Cl:36][CH2:37][N:16]1[CH:17]=[CH:18][C:13]([NH:12][C:10](=[O:11])[C:9]2[CH:20]=[CH:21][C:22]([C:24]([F:27])([F:25])[F:26])=[CH:23][C:8]=2[O:7][C:6]2[CH:28]=[CH:29][C:3]([F:2])=[CH:4][C:5]=2[CH3:30])=[CH:14][C:15]1=[O:19]. The catalyst class is: 96. (5) Reactant: [N+:1]([O-:4])([O-])=[O:2].[K+].[C:6]([NH:9][C:10]1[CH:20]=[CH:19][C:18]([Cl:21])=[CH:17][C:11]=1[CH2:12][O:13][C:14](=[O:16])[CH3:15])(=[O:8])[CH3:7]. Product: [C:6]([NH:9][C:10]1[C:20]([N+:1]([O-:4])=[O:2])=[CH:19][C:18]([Cl:21])=[CH:17][C:11]=1[CH2:12][O:13][C:14](=[O:16])[CH3:15])(=[O:8])[CH3:7]. The catalyst class is: 82. (6) Reactant: [CH3:1][C:2]([CH3:36])([CH3:35])[C:3]([C:29]1[CH:30]=[N:31][CH:32]=[N:33][CH:34]=1)([O:19]B1OC(C)(C)C(C)(C)O1)[C:4]1[CH:9]=[CH:8][C:7](B2OC(C)(C)C(C)(C)O2)=[CH:6][N:5]=1.P([O-])([O-])([O-])=O.[K+].[K+].[K+].Br[C:46]1[CH:51]=[CH:50][C:49]([C:52]([CH3:56])([CH3:55])[C:53]#[N:54])=[CH:48][C:47]=1[CH2:57][CH3:58].O. Product: [CH2:57]([C:47]1[CH:48]=[C:49]([C:52]([CH3:55])([CH3:56])[C:53]#[N:54])[CH:50]=[CH:51][C:46]=1[C:7]1[CH:6]=[N:5][C:4]([C:3]([OH:19])([C:29]2[CH:34]=[N:33][CH:32]=[N:31][CH:30]=2)[C:2]([CH3:35])([CH3:36])[CH3:1])=[CH:9][CH:8]=1)[CH3:58]. The catalyst class is: 184. (7) Reactant: [F:1][C:2]([F:19])([F:18])[C:3]1[CH:4]=[C:5]([C:13]2[N:17]=[CH:16][NH:15][N:14]=2)[CH:6]=[C:7]([C:9]([F:12])([F:11])[F:10])[CH:8]=1.C1N2CCN(CC2)C1.[F:28][C:29]1([F:38])[CH2:32][N:31]([C:33](=[O:37])/[CH:34]=[CH:35]\I)[CH2:30]1.C(OCC)(=O)C.CCCCCC. Product: [F:19][C:2]([F:1])([F:18])[C:3]1[CH:4]=[C:5]([C:13]2[N:17]=[CH:16][N:15](/[CH:35]=[CH:34]\[C:33]([N:31]3[CH2:32][C:29]([F:38])([F:28])[CH2:30]3)=[O:37])[N:14]=2)[CH:6]=[C:7]([C:9]([F:10])([F:12])[F:11])[CH:8]=1. The catalyst class is: 3.